From a dataset of Reaction yield outcomes from USPTO patents with 853,638 reactions. Predict the reaction yield, written as a fraction of the theoretical maximum amount of product (1.0 means a 100% yield; for example, 0.34 means a 34% yield). (1) The reactants are [CH2:1]([N:3]1[C:12]2[C:7](=[N:8][CH:9]=[C:10]([CH2:13][C:14]3[CH:19]=[CH:18][C:17]([F:20])=[CH:16][CH:15]=3)[CH:11]=2)[C:6]([OH:21])=[C:5]([C:22](OCC)=[O:23])[C:4]1=[O:27])[CH3:2].[NH2:28][C@@H:29]([CH3:32])[CH2:30][OH:31]. No catalyst specified. The product is [CH2:1]([N:3]1[C:12]2[C:7](=[N:8][CH:9]=[C:10]([CH2:13][C:14]3[CH:19]=[CH:18][C:17]([F:20])=[CH:16][CH:15]=3)[CH:11]=2)[C:6]([OH:21])=[C:5]([C:22]([NH:28][C@@H:29]([CH3:32])[CH2:30][OH:31])=[O:23])[C:4]1=[O:27])[CH3:2]. The yield is 0.510. (2) The reactants are Cl.[F:2][C:3]1[CH:4]=[C:5]2[C:10](=[C:11]([N:13]3[CH2:18][CH2:17][N:16]([CH3:19])[CH2:15][CH2:14]3)[CH:12]=1)[N:9]=[C:8]([C:20]([OH:22])=O)[CH:7]=[C:6]2[O:23][CH3:24].[O:25]1[CH2:30][CH2:29][N:28]([C:31]2[CH:37]=[CH:36][C:34]([NH2:35])=[CH:33][CH:32]=2)[CH2:27][CH2:26]1.CN(C(ON1N=NC2C=CC=CC1=2)=[N+](C)C)C.[B-](F)(F)(F)F.C1C=CC2N(O)N=NC=2C=1. The catalyst is CN(C=O)C. The product is [N:28]1([C:31]2[CH:32]=[CH:33][C:34]([NH:35][C:20]([C:8]3[CH:7]=[C:6]([O:23][CH3:24])[C:5]4[C:10](=[C:11]([N:13]5[CH2:18][CH2:17][N:16]([CH3:19])[CH2:15][CH2:14]5)[CH:12]=[C:3]([F:2])[CH:4]=4)[N:9]=3)=[O:22])=[CH:36][CH:37]=2)[CH2:27][CH2:26][O:25][CH2:30][CH2:29]1. The yield is 0.930. (3) The reactants are [CH2:1]([C:3]1[NH:4][C:5](=[O:27])[C:6]([CH2:12][C:13]2[CH:18]=[CH:17][C:16]([C:19]3[C:20]([C:25]#[N:26])=[CH:21][CH:22]=[CH:23][CH:24]=3)=[CH:15][CH:14]=2)=[C:7]([CH2:9][CH2:10][CH3:11])[N:8]=1)[CH3:2].[CH:28]([O:31][C:32]1[CH:37]=[CH:36][C:35](B(O)O)=[CH:34][CH:33]=1)([CH3:30])[CH3:29].C(N(CC)CC)C.N1C=CC=CC=1. The catalyst is ClCCl.C(OCC)(=O)C.C([O-])(=O)C.[Cu+2].C([O-])(=O)C. The product is [CH2:1]([C:3]1[N:4]([C:35]2[CH:36]=[CH:37][C:32]([O:31][CH:28]([CH3:30])[CH3:29])=[CH:33][CH:34]=2)[C:5](=[O:27])[C:6]([CH2:12][C:13]2[CH:18]=[CH:17][C:16]([C:19]3[C:20]([C:25]#[N:26])=[CH:21][CH:22]=[CH:23][CH:24]=3)=[CH:15][CH:14]=2)=[C:7]([CH2:9][CH2:10][CH3:11])[N:8]=1)[CH3:2]. The yield is 0.770.